This data is from Forward reaction prediction with 1.9M reactions from USPTO patents (1976-2016). The task is: Predict the product of the given reaction. Given the reactants [C-:1]#[N:2].[K+].Br[CH2:5][C:6]1[S:10][C:9]([C:11]2[CH:16]=[CH:15][CH:14]=[CH:13][CH:12]=2)=[N:8][CH:7]=1, predict the reaction product. The product is: [C:11]1([C:9]2[S:10][C:6]([CH2:5][C:1]#[N:2])=[CH:7][N:8]=2)[CH:16]=[CH:15][CH:14]=[CH:13][CH:12]=1.